From a dataset of Full USPTO retrosynthesis dataset with 1.9M reactions from patents (1976-2016). Predict the reactants needed to synthesize the given product. (1) Given the product [F:1][C:2]1[C:10]([O:11][CH2:18][CH2:19][CH2:20][CH2:21][CH2:22][CH3:23])=[CH:9][CH:8]=[CH:7][C:3]=1[C:4]([NH2:6])=[O:5], predict the reactants needed to synthesize it. The reactants are: [F:1][C:2]1[C:10]([OH:11])=[CH:9][CH:8]=[CH:7][C:3]=1[C:4]([NH2:6])=[O:5].CN(C=O)C.Br[CH2:18][CH2:19][CH2:20][CH2:21][CH2:22][CH3:23].C(=O)([O-])[O-].[K+].[K+]. (2) Given the product [O:53]=[C:46]1[N:47]2[CH2:52][CH2:51][N:50]([C:19]([NH:16][C:9]3[CH:8]=[CH:7][CH:6]=[C:5]4[C:10]=3[N:1]=[CH:2][CH:3]=[CH:4]4)=[O:28])[CH2:49][CH:48]2[C:44]([C:38]2[CH:43]=[CH:42][CH:41]=[CH:40][CH:39]=2)([C:54]2[CH:55]=[CH:56][CH:57]=[CH:58][CH:59]=2)[O:45]1, predict the reactants needed to synthesize it. The reactants are: [N:1]1[C:10]2[C:5](=[CH:6][CH:7]=[CH:8][C:9]=2C(O)=O)[CH:4]=[CH:3][CH:2]=1.C([N:16]([CH2:19]C)CC)C.C1(P(N=[N+]=[N-])(C2C=CC=CC=2)=[O:28])C=CC=CC=1.[C:38]1([C:44]2([C:54]3[CH:59]=[CH:58][CH:57]=[CH:56][CH:55]=3)[CH:48]3[CH2:49][NH:50][CH2:51][CH2:52][N:47]3[C:46](=[O:53])[O:45]2)[CH:43]=[CH:42][CH:41]=[CH:40][CH:39]=1. (3) Given the product [CH3:1][C:2]1([CH3:22])[C:10]2[C:5](=[CH:6][CH:7]=[C:8]([O:11][C:12]3[CH:20]=[CH:19][C:15]([C:16]([NH2:18])=[O:17])=[CH:14][N:13]=3)[CH:9]=2)[CH:4]([NH:31][CH2:23][CH2:24][C:25]2[CH:30]=[CH:29][CH:28]=[CH:27][CH:26]=2)[CH2:3]1, predict the reactants needed to synthesize it. The reactants are: [CH3:1][C:2]1([CH3:22])[C:10]2[C:5](=[CH:6][CH:7]=[C:8]([O:11][C:12]3[CH:20]=[CH:19][C:15]([C:16]([NH2:18])=[O:17])=[CH:14][N:13]=3)[CH:9]=2)[C:4](=O)[CH2:3]1.[CH2:23]([NH2:31])[CH2:24][C:25]1[CH:30]=[CH:29][CH:28]=[CH:27][CH:26]=1.[BH3-]C#N.[Na+].